Dataset: Full USPTO retrosynthesis dataset with 1.9M reactions from patents (1976-2016). Task: Predict the reactants needed to synthesize the given product. Given the product [CH2:50]([N:47]1[CH2:46][CH2:45][N:44]([C:36]2[C:37]3[C:42](=[CH:41][CH:40]=[CH:39][CH:38]=3)[CH:43]=[C:34]([C:16]3[CH:15]=[CH:14][C:13]([C:12](=[O:32])[NH:11][CH2:10][CH2:9][O:8][CH2:1][C:2]4[CH:3]=[CH:4][CH:5]=[CH:6][CH:7]=4)=[CH:18][CH:17]=3)[N:35]=2)[CH2:49][CH2:48]1)[CH3:51], predict the reactants needed to synthesize it. The reactants are: [CH2:1]([O:8][CH2:9][CH2:10][NH:11][C:12](=[O:32])[C:13]1[CH:18]=[CH:17][C:16]([Sn](CCCC)(CCCC)CCCC)=[CH:15][CH:14]=1)[C:2]1[CH:7]=[CH:6][CH:5]=[CH:4][CH:3]=1.Br[C:34]1[N:35]=[C:36]([N:44]2[CH2:49][CH2:48][N:47]([CH2:50][CH3:51])[CH2:46][CH2:45]2)[C:37]2[C:42]([CH:43]=1)=[CH:41][CH:40]=[CH:39][CH:38]=2.